The task is: Predict which catalyst facilitates the given reaction.. This data is from Catalyst prediction with 721,799 reactions and 888 catalyst types from USPTO. (1) Reactant: C(O[C@@H:5]1[O:22][C@H:21]([CH2:23][O:24][C:25](=[O:27])[CH3:26])[C@@H:16]([O:17][C:18](=[O:20])[CH3:19])[C@H:11]([O:12][C:13](=[O:15])[CH3:14])[C@H:6]1[O:7][C:8](=[O:10])[CH3:9])(=O)C.[CH3:28][CH:29]([CH2:31][CH2:32][CH2:33][C@H:34]([CH2:36][CH2:37][CH2:38][C@H:39]([CH2:41][CH2:42][CH2:43]/[C:44](=[CH:46]/[CH2:47][OH:48])/[CH3:45])[CH3:40])[CH3:35])[CH3:30].C(N(CC)CC)C. Product: [C:8]([O:7][C@@H:6]1[C@@H:11]([O:12][C:13](=[O:15])[CH3:14])[C@H:16]([O:17][C:18](=[O:20])[CH3:19])[C@@H:21]([CH2:23][O:24][C:25](=[O:27])[CH3:26])[O:22][CH:5]1[O:48][CH2:47][CH:46]=[C:44]([CH3:45])[CH2:43][CH2:42][CH2:41][CH:39]([CH3:40])[CH2:38][CH2:37][CH2:36][CH:34]([CH3:35])[CH2:33][CH2:32][CH2:31][CH:29]([CH3:28])[CH3:30])(=[O:10])[CH3:9]. The catalyst class is: 115. (2) Reactant: [Br:1][C:2]1[CH:3]=[C:4]2[C:9](=[CH:10][C:11]=1[O:12][CH3:13])[CH:8]([C:14](N(C)OC)=[O:15])[O:7][CH2:6][CH2:5]2.CC(C[AlH]CC(C)C)C. Product: [Br:1][C:2]1[CH:3]=[C:4]2[C:9](=[CH:10][C:11]=1[O:12][CH3:13])[CH:8]([CH:14]=[O:15])[O:7][CH2:6][CH2:5]2. The catalyst class is: 1. (3) Reactant: [Cl:1][C:2]1[CH:3]=[C:4]2[C:8](=[CH:9][C:10]=1[Cl:11])[NH:7][C:6](=[O:12])[C:5]2([NH:20][C:21](=[O:30])[CH2:22][N:23]1[CH2:28][CH2:27][N:26]([CH3:29])[CH2:25][CH2:24]1)[C:13]1[CH:18]=[CH:17][C:16]([Cl:19])=[CH:15][CH:14]=1.[H-].[Na+].[C:33]1([C:39](Cl)=[O:40])[CH:38]=[CH:37][CH:36]=[CH:35][CH:34]=1.O. Product: [C:39]([N:7]1[C:8]2[C:4](=[CH:3][C:2]([Cl:1])=[C:10]([Cl:11])[CH:9]=2)[C:5]([NH:20][C:21](=[O:30])[CH2:22][N:23]2[CH2:24][CH2:25][N:26]([CH3:29])[CH2:27][CH2:28]2)([C:13]2[CH:18]=[CH:17][C:16]([Cl:19])=[CH:15][CH:14]=2)[C:6]1=[O:12])(=[O:40])[C:33]1[CH:38]=[CH:37][CH:36]=[CH:35][CH:34]=1. The catalyst class is: 3. (4) Reactant: Cl[C:2]1[C:7]([N+:8]([O-:10])=[O:9])=[C:6]([NH:11][CH2:12][CH2:13][CH2:14][C:15]([O:17][CH2:18][CH3:19])=[O:16])[C:5]([CH3:20])=[C:4]([CH3:21])[N:3]=1.[N-:22]=[N+:23]=[N-:24].[Na+].O.O.O.O.O.O.O.[Cl-].[Ce+3].[Cl-].[Cl-].C(#N)C. Product: [CH3:21][C:4]1[N:3]2[N:22]=[N:23][N:24]=[C:2]2[C:7]([N+:8]([O-:10])=[O:9])=[C:6]([NH:11][CH2:12][CH2:13][CH2:14][C:15]([O:17][CH2:18][CH3:19])=[O:16])[C:5]=1[CH3:20]. The catalyst class is: 6. (5) Reactant: [B-](F)(F)(F)F.CN(C(O[N:14]1[C:19](=O)[CH2:18][CH2:17][C:15]1=O)=[N+](C)C)C.[OH:21][CH:22]([C:24]1[CH:25]=[C:26]([C:41](O)=[O:42])[CH:27]=[C:28]2[C:33]=1[O:32][C:31]([N:34]1[CH2:39][CH2:38][O:37][CH2:36][CH2:35]1)=[CH:30][C:29]2=[O:40])[CH3:23].C(N(C(C)C)C(C)C)C.N1CCCC1. Product: [OH:21][CH:22]([C:24]1[CH:25]=[C:26]([C:41]([N:14]2[CH2:15][CH2:17][CH2:18][CH2:19]2)=[O:42])[CH:27]=[C:28]2[C:33]=1[O:32][C:31]([N:34]1[CH2:39][CH2:38][O:37][CH2:36][CH2:35]1)=[CH:30][C:29]2=[O:40])[CH3:23]. The catalyst class is: 2. (6) Product: [F:11][C:12]([F:17])([F:16])[C:13]([OH:15])=[O:14].[CH3:7][S+:8]([CH3:10])[C:41]1[CH:42]=[CH:43][C:38]([C:36]([CH3:44])([CH3:37])[C@@H:35]([C:34]([NH:33][C@H:28]([C:27]([N:26]([C@@H:22]([CH:23]([CH3:24])[CH3:25])/[CH:21]=[C:20](\[CH3:50])/[CH:19]=[O:18])[CH3:49])=[O:48])[C:29]([CH3:30])([CH3:32])[CH3:31])=[O:47])[NH:45][CH3:46])=[CH:39][CH:40]=1.[CH3:46][NH:45][C@H:35]([C:34]([NH:33][C@H:28]([C:27]([N:26]([C@@H:22]([CH:23]([CH3:25])[CH3:24])/[CH:21]=[C:20](\[CH3:50])/[CH:19]=[O:18])[CH3:49])=[O:48])[C:29]([CH3:32])([CH3:31])[CH3:30])=[O:47])[C:36]([CH3:44])([CH3:37])[C:38]1[CH:43]=[CH:42][CH:41]=[CH:40][CH:39]=1. The catalyst class is: 4. Reactant: C(Cl)(=O)C(Cl)=O.[CH3:7][S:8]([CH3:10])=O.[F:11][C:12]([F:17])([F:16])[C:13]([OH:15])=[O:14].[OH:18][CH2:19]/[C:20](/[CH3:50])=[CH:21]/[C@@H:22]([N:26]([CH3:49])[C:27](=[O:48])[C@@H:28]([NH:33][C:34](=[O:47])[C@@H:35]([NH:45][CH3:46])[C:36]([CH3:44])([C:38]1[CH:43]=[CH:42][CH:41]=[CH:40][CH:39]=1)[CH3:37])[C:29]([CH3:32])([CH3:31])[CH3:30])[CH:23]([CH3:25])[CH3:24].C(N(CC)CC)C. (7) Reactant: C(C1NC(C(N[C@H](C(NC(C=O)CC(O)=O)=O)C)=O)=CC=1)C1C=CC=CC=1.C([C:35]1[NH:39][C:38]([C:40]([NH:42][C@@H:43]([C:45]([NH:47][C@H:48]2[CH2:52][C:51](=[O:53])[O:50][C@@H:49]2[O:54][CH2:55][C:56]2[CH:61]=[CH:60][CH:59]=[CH:58][CH:57]=2)=[O:46])[CH3:44])=[O:41])=[CH:37][CH:36]=1)C1C=CC=CC=1.[K+].[Br-]. Product: [NH:39]1[CH:35]=[CH:36][CH:37]=[C:38]1[C:40]([NH:42][C@@H:43]([C:45]([NH:47][C@H:48]1[CH2:52][C:51](=[O:53])[O:50][C@@H:49]1[O:54][CH2:55][C:56]1[CH:61]=[CH:60][CH:59]=[CH:58][CH:57]=1)=[O:46])[CH3:44])=[O:41]. The catalyst class is: 5. (8) Reactant: C(OC(=O)[NH:7][C@@H:8]1[CH2:12][CH2:11][N:10]([C:13](=[O:37])[CH2:14][N:15]2[CH2:20][CH2:19][CH:18]([O:21][C:22](=[O:36])[NH:23][C:24]3[CH:29]=[CH:28][CH:27]=[CH:26][C:25]=3[C:30]3[CH:35]=[CH:34][CH:33]=[CH:32][CH:31]=3)[CH2:17][CH2:16]2)[CH2:9]1)(C)(C)C.C(O)(C(F)(F)F)=O.C(=O)(O)[O-].[Na+]. Product: [NH2:7][C@@H:8]1[CH2:12][CH2:11][N:10]([C:13](=[O:37])[CH2:14][N:15]2[CH2:20][CH2:19][CH:18]([O:21][C:22](=[O:36])[NH:23][C:24]3[CH:29]=[CH:28][CH:27]=[CH:26][C:25]=3[C:30]3[CH:35]=[CH:34][CH:33]=[CH:32][CH:31]=3)[CH2:17][CH2:16]2)[CH2:9]1. The catalyst class is: 2. (9) Reactant: [CH2:1]([C:5]1[CH:15]=[CH:14][C:8]([CH:9]=[CH:10][C:11]([OH:13])=[O:12])=[CH:7][CH:6]=1)[CH2:2][CH2:3][CH3:4].C(OCC)(=O)C.[H][H]. Product: [CH2:1]([C:5]1[CH:15]=[CH:14][C:8]([CH2:9][CH2:10][C:11]([OH:13])=[O:12])=[CH:7][CH:6]=1)[CH2:2][CH2:3][CH3:4]. The catalyst class is: 63. (10) Reactant: NC1[S:3][C:4]2[CH:10]=[C:9]([O:11][CH3:12])[CH:8]=[CH:7][C:5]=2[N:6]=1.Cl.C(O)(=O)C. Product: [CH3:12][O:11][C:9]1[CH:8]=[CH:7][C:5]([NH2:6])=[C:4]([SH:3])[CH:10]=1. The catalyst class is: 500.